From a dataset of Forward reaction prediction with 1.9M reactions from USPTO patents (1976-2016). Predict the product of the given reaction. (1) Given the reactants P12(SP3(SP(SP(S3)(S1)=S)(=S)S2)=S)=[S:2].[CH3:15][NH:16][C:17]([CH2:19][NH:20][C:21](=O)[C:22]1[CH:27]=[CH:26][CH:25]=[N:24][CH:23]=1)=O.N1C=CC=CC=1, predict the reaction product. The product is: [CH3:15][NH:16][C:17]1[S:2][C:21]([C:22]2[CH:23]=[N:24][CH:25]=[CH:26][CH:27]=2)=[N:20][CH:19]=1. (2) Given the reactants [F:1][C:2]1[CH:7]=[CH:6][CH:5]=[CH:4][C:3]=1[C:8]1[C:9]([O:25]S(C2C=CC(C)=CC=2)(=O)=O)=[N:10][N:11]2[C:16]=1[C:15]([CH3:17])=[N:14][N:13]=[C:12]2[C:18]1[CH:23]=[CH:22][CH:21]=[CH:20][C:19]=1[F:24].[CH3:36][N:37]1[C:41]([CH2:42]O)=[N:40][CH:39]=[N:38]1.[H-].[Na+].O, predict the reaction product. The product is: [F:1][C:2]1[CH:7]=[CH:6][CH:5]=[CH:4][C:3]=1[C:8]1[C:9]([O:25][CH2:42][C:41]2[N:37]([CH3:36])[N:38]=[CH:39][N:40]=2)=[N:10][N:11]2[C:16]=1[C:15]([CH3:17])=[N:14][N:13]=[C:12]2[C:18]1[CH:23]=[CH:22][CH:21]=[CH:20][C:19]=1[F:24].